This data is from Forward reaction prediction with 1.9M reactions from USPTO patents (1976-2016). The task is: Predict the product of the given reaction. (1) Given the reactants [CH3:1][O:2][C:3]([CH:5]1[CH2:9][C:8](=[O:10])[N:7]([C:11]2[CH:16]=[CH:15][C:14]([OH:17])=[C:13]([CH3:18])[CH:12]=2)[CH2:6]1)=[O:4].[F:19][C:20]1[CH:21]=[C:22]([CH:25]=[CH:26][CH:27]=1)[CH2:23]Br.C(=O)([O-])[O-].[K+].[K+], predict the reaction product. The product is: [CH3:1][O:2][C:3]([CH:5]1[CH2:9][C:8](=[O:10])[N:7]([C:11]2[CH:16]=[CH:15][C:14]([O:17][CH2:23][C:22]3[CH:25]=[CH:26][CH:27]=[C:20]([F:19])[CH:21]=3)=[C:13]([CH3:18])[CH:12]=2)[CH2:6]1)=[O:4]. (2) Given the reactants [CH2:1]([C:3]1[CH:8]=[CH:7][C:6]([C@H:9]2[CH2:14][C@@H:13]([C:15]([F:18])([F:17])[F:16])[N:12]3[N:19]=[CH:20][C:21]([C:22]([OH:24])=O)=[C:11]3[NH:10]2)=[CH:5][CH:4]=1)[CH3:2].CN(C(ON1N=NC2C=CC=NC1=2)=[N+](C)C)C.F[P-](F)(F)(F)(F)F.C(N(CC)C(C)C)(C)C.Cl.Cl.[CH3:60][N:61]([CH3:70])[C:62]1[CH:69]=[CH:68][C:65]([CH2:66][NH2:67])=[CH:64][CH:63]=1, predict the reaction product. The product is: [CH3:60][N:61]([CH3:70])[C:62]1[CH:69]=[CH:68][C:65]([CH2:66][NH:67][C:22]([C:21]2[CH:20]=[N:19][N:12]3[C@H:13]([C:15]([F:17])([F:16])[F:18])[CH2:14][C@H:9]([C:6]4[CH:5]=[CH:4][C:3]([CH2:1][CH3:2])=[CH:8][CH:7]=4)[NH:10][C:11]=23)=[O:24])=[CH:64][CH:63]=1. (3) Given the reactants [CH2:1]([N:8]1[CH2:13][CH2:12][NH:11][CH2:10][CH2:9]1)[C:2]1[CH:7]=CC=CC=1.[H-].[Na+].[CH3:16][C:17]1([CH3:34])[O:21]C(COS(C2C=CC(C)=CC=2)(=O)=O)C[O:18]1, predict the reaction product. The product is: [CH3:16][C:17]1([CH3:34])[O:21][CH:2]([CH2:1][N:8]2[CH2:9][CH2:10][NH:11][CH2:12][CH2:13]2)[CH2:7][O:18]1. (4) Given the reactants [Br:1][C:2]1[CH:3]=[C:4]2[C:9](=[CH:10][C:11]=1[O:12][CH3:13])[N:8]=[C:7]([CH3:14])[CH:6]=[C:5]2O.O=P(Cl)(Cl)[Cl:18], predict the reaction product. The product is: [Br:1][C:2]1[CH:3]=[C:4]2[C:9](=[CH:10][C:11]=1[O:12][CH3:13])[N:8]=[C:7]([CH3:14])[CH:6]=[C:5]2[Cl:18]. (5) Given the reactants Cl[C:2]1[CH:7]=[C:6]([Cl:8])[N:5]=[CH:4][C:3]=1[NH:9][C:10](=[O:19])[C@H:11]([CH3:18])[NH:12][CH2:13][CH2:14][CH:15]([CH3:17])[CH3:16].P([O-])([O-])([O-])=O.[K+].[K+].[K+], predict the reaction product. The product is: [Cl:8][C:6]1[N:5]=[CH:4][C:3]2[NH:9][C:10](=[O:19])[CH:11]([CH3:18])[N:12]([CH2:13][CH2:14][CH:15]([CH3:17])[CH3:16])[C:2]=2[CH:7]=1. (6) Given the reactants F[C:2]1[C:7]([C:8]#[N:9])=[CH:6][CH:5]=[C:4]([OH:10])[CH:3]=1.[CH3:11][NH:12][NH2:13], predict the reaction product. The product is: [NH2:9][C:8]1[C:7]2[C:2](=[CH:3][C:4]([OH:10])=[CH:5][CH:6]=2)[N:12]([CH3:11])[N:13]=1. (7) Given the reactants [OH-].[K+].C([O:6][C:7]1[CH:12]=[CH:11][CH:10]=[C:9]([CH2:13][CH2:14][C:15]2[CH:20]=[CH:19][C:18]([O:21]C(=O)C)=[CH:17][CH:16]=2)[CH:8]=1)(=O)C.Cl.O, predict the reaction product. The product is: [CH2:13]([C:9]1[CH:8]=[C:7]([OH:6])[CH:12]=[CH:11][CH:10]=1)[CH2:14][C:15]1[CH:16]=[CH:17][C:18]([OH:21])=[CH:19][CH:20]=1.